Task: Predict the reaction yield, written as a fraction of the theoretical maximum amount of product (1.0 means a 100% yield; for example, 0.34 means a 34% yield).. Dataset: Reaction yield outcomes from USPTO patents with 853,638 reactions (1) The reactants are C([O:8][C:9]1[CH:18]=[CH:17][C:16]2[C:11](=[CH:12][CH:13]=[C:14]([O:19][CH3:20])[CH:15]=2)[C:10]=1[O:21][C:22]1[CH:37]=[CH:36][C:25]([O:26][CH2:27][CH2:28][N:29]2[CH2:35][CH2:34][CH2:33][CH2:32][CH2:31][CH2:30]2)=[CH:24][CH:23]=1)C1C=CC=CC=1.C([O-])=O.[NH4+]. The catalyst is C(OCC)(=O)C.CO.[Pd]. The product is [N:29]1([CH2:28][CH2:27][O:26][C:25]2[CH:24]=[CH:23][C:22]([O:21][C:10]3[C:11]4[C:16](=[CH:15][C:14]([O:19][CH3:20])=[CH:13][CH:12]=4)[CH:17]=[CH:18][C:9]=3[OH:8])=[CH:37][CH:36]=2)[CH2:35][CH2:34][CH2:33][CH2:32][CH2:31][CH2:30]1. The yield is 0.970. (2) The reactants are [CH3:1][C:2]1[NH:6][C:5]2[C:7]([C:17]([O:19]C)=[O:18])=[CH:8][C:9]([N:11]3[CH2:16][CH2:15][O:14][CH2:13][CH2:12]3)=[CH:10][C:4]=2[N:3]=1.Br[CH2:22][C:23]1[C:31]2[S:30][CH:29]=[CH:28][C:27]=2[CH:26]=[CH:25][CH:24]=1.C(=O)([O-])[O-].[K+].[K+].[OH-].[Li+].Cl. The catalyst is CN(C)C=O.O1CCCC1.O. The product is [S:30]1[C:31]2[C:23]([CH2:22][N:3]3[C:4]4[CH:10]=[C:9]([N:11]5[CH2:12][CH2:13][O:14][CH2:15][CH2:16]5)[CH:8]=[C:7]([C:17]([OH:19])=[O:18])[C:5]=4[N:6]=[C:2]3[CH3:1])=[CH:24][CH:25]=[CH:26][C:27]=2[CH:28]=[CH:29]1. The yield is 0.0942.